Dataset: Catalyst prediction with 721,799 reactions and 888 catalyst types from USPTO. Task: Predict which catalyst facilitates the given reaction. (1) Reactant: [C:1]([NH:4][C:5]1[S:6][CH:7]=[C:8]([CH2:10][CH2:11][C:12]2[CH:17]=[CH:16][C:15]([CH2:18][C:19]([OH:21])=O)=[CH:14][CH:13]=2)[N:9]=1)(=[O:3])[CH3:2].Cl.[NH2:23][C:24]([NH2:26])=[NH:25].C[O-].[Na+]. Product: [C:1]([NH:4][C:5]1[S:6][CH:7]=[C:8]([CH2:10][CH2:11][C:12]2[CH:13]=[CH:14][C:15]([CH2:18][C:19]([NH:25][C:24]([NH2:26])=[NH:23])=[O:21])=[CH:16][CH:17]=2)[N:9]=1)(=[O:3])[CH3:2]. The catalyst class is: 3. (2) Reactant: [F:1][C:2]1[CH:7]=[CH:6][C:5]([N:8]2[CH2:13][CH2:12][N:11](C(OC(C)(C)C)=O)[CH2:10][C:9]2=[O:21])=[CH:4][CH:3]=1.[ClH:22].O1CCOCC1. Product: [ClH:22].[F:1][C:2]1[CH:3]=[CH:4][C:5]([N:8]2[CH2:13][CH2:12][NH:11][CH2:10][C:9]2=[O:21])=[CH:6][CH:7]=1. The catalyst class is: 4.